This data is from Forward reaction prediction with 1.9M reactions from USPTO patents (1976-2016). The task is: Predict the product of the given reaction. (1) Given the reactants C[O:2][C:3](=[O:15])[C:4]1[CH:9]=[C:8]([C:10]#[N:11])[C:7]([F:12])=[CH:6][C:5]=1[O:13][CH3:14].[OH-].[Na+], predict the reaction product. The product is: [C:10]([C:8]1[C:7]([F:12])=[CH:6][C:5]([O:13][CH3:14])=[C:4]([CH:9]=1)[C:3]([OH:15])=[O:2])#[N:11]. (2) Given the reactants Br[CH2:2][CH2:3][CH2:4][CH2:5][O:6][C:7]1[CH:8]=[CH:9][C:10]2[C:14]([C:15]3[CH:20]=[CH:19][C:18]([C:21]([F:24])([F:23])[F:22])=[CH:17][CH:16]=3)=[C:13]([CH3:25])[S:12][C:11]=2[CH:26]=1.[CH2:27]([CH2:29][NH2:30])[OH:28], predict the reaction product. The product is: [CH3:25][C:13]1[S:12][C:11]2[CH:26]=[C:7]([O:6][CH2:5][CH2:4][CH2:3][CH2:2][NH:30][CH2:29][CH2:27][OH:28])[CH:8]=[CH:9][C:10]=2[C:14]=1[C:15]1[CH:20]=[CH:19][C:18]([C:21]([F:24])([F:23])[F:22])=[CH:17][CH:16]=1. (3) Given the reactants C1C2C(COC(=O)[NH:17][C@H:18]([C:24](=[O:47])[NH:25][C:26]3[CH:31]=[CH:30][C:29]([CH2:32][N:33]([CH:41]4[CH2:46][CH2:45][CH2:44][CH2:43][CH2:42]4)[C:34]([C:36]4[O:37][CH:38]=[CH:39][CH:40]=4)=[O:35])=[CH:28][CH:27]=3)[CH2:19][CH2:20][CH2:21][CH2:22][NH2:23])C3C(=CC=CC=3)C=2C=CC=1.C(OC(=O)NCCCC[C@H](N)C(=O)NC1C=CC(C)=CC=1)(C)(C)C, predict the reaction product. The product is: [CH:41]1([N:33]([CH2:32][C:29]2[CH:28]=[CH:27][C:26]([NH:25][C:24](=[O:47])[C@@H:18]([NH2:17])[CH2:19][CH2:20][CH2:21][CH2:22][NH2:23])=[CH:31][CH:30]=2)[C:34]([C:36]2[O:37][CH:38]=[CH:39][CH:40]=2)=[O:35])[CH2:42][CH2:43][CH2:44][CH2:45][CH2:46]1. (4) Given the reactants [Cl:1][C:2]1[CH:19]=[CH:18][CH:17]=[C:16]2[C:3]=1[CH2:4][CH2:5][C:6]1([O:15]2)[CH2:11][CH2:10][N:9]([C:12](=S)[CH3:13])[CH2:8][CH2:7]1.Cl.ClC1C=CC=C2C=1CCC1([O:32]2)CCNCC1.CCN(CC)CC.C(Cl)(=O)C, predict the reaction product. The product is: [C:12]([N:9]1[CH2:10][CH2:11][C:6]2([CH2:5][CH2:4][C:3]3[C:16](=[CH:17][CH:18]=[CH:19][C:2]=3[Cl:1])[O:15]2)[CH2:7][CH2:8]1)(=[O:32])[CH3:13]. (5) Given the reactants Br[C:2]1[CH:3]=[CH:4][C:5]2[NH:11][C:10](=[O:12])[CH2:9][O:8][C:7]([CH3:14])([CH3:13])[C:6]=2[CH:15]=1.Br[C:17]1[CH:18]=[CH:19][C:20]([F:25])=[C:21]([CH:24]=1)[C:22]#[N:23], predict the reaction product. The product is: [CH3:13][C:7]1([CH3:14])[C:6]2[CH:15]=[C:2]([C:17]3[CH:18]=[CH:19][C:20]([F:25])=[C:21]([CH:24]=3)[C:22]#[N:23])[CH:3]=[CH:4][C:5]=2[NH:11][C:10](=[O:12])[CH2:9][O:8]1. (6) Given the reactants CCN(C(C)C)C(C)C.Cl.Cl.[NH:12]1[CH2:17][CH2:16][CH2:15][CH:14]([NH:18][C:19]([NH:21][C:22]2[N:23]=[C:24]3[CH:30]=[CH:29][N:28]([CH2:31][O:32][CH2:33][CH2:34][Si:35]([CH3:38])([CH3:37])[CH3:36])[C:25]3=[N:26][CH:27]=2)=[O:20])[CH2:13]1.[F:39][C:40]([F:46])([F:45])[CH2:41][C:42](O)=[O:43].CCN=C=NCCCN(C)C.C1C=C2N=NN(O)C2=CC=1.O, predict the reaction product. The product is: [F:39][C:40]([F:46])([F:45])[CH2:41][C:42]([N:12]1[CH2:17][CH2:16][CH2:15][CH:14]([NH:18][C:19]([NH:21][C:22]2[N:23]=[C:24]3[CH:30]=[CH:29][N:28]([CH2:31][O:32][CH2:33][CH2:34][Si:35]([CH3:38])([CH3:37])[CH3:36])[C:25]3=[N:26][CH:27]=2)=[O:20])[CH2:13]1)=[O:43]. (7) Given the reactants O=[C:2]1[NH:7][CH2:6][C:5](=O)[N:4]2[CH2:9][CH2:10][CH2:11][CH2:12][C@@H:3]12.[H-].[Al+3].[Li+].[H-].[H-].[H-].O.[OH-].[Na+], predict the reaction product. The product is: [CH2:2]1[NH:7][CH2:6][CH2:5][N:4]2[CH2:9][CH2:10][CH2:11][CH2:12][C@@H:3]12.